This data is from Forward reaction prediction with 1.9M reactions from USPTO patents (1976-2016). The task is: Predict the product of the given reaction. (1) Given the reactants [F:1][C:2]1[CH:9]=[C:8](F)[C:7]([F:11])=[CH:6][C:3]=1[C:4]#[N:5].[CH3:12][NH2:13], predict the reaction product. The product is: [F:1][C:2]1[CH:9]=[C:8]([NH:13][CH3:12])[C:7]([F:11])=[CH:6][C:3]=1[C:4]#[N:5]. (2) The product is: [Cl:1][C:2]1[CH:26]=[CH:25][C:24]([N:27]2[CH:32]=[CH:31][CH:29]=[CH:28]2)=[CH:23][C:3]=1[C:4]([NH:6][C:7](=[O:22])[NH:8][C:9]1[S:10][C:11]2[CH:17]=[C:16]([S:18]([C@@H:21]3[CH2:39][CH2:40][NH:43][CH2:44]3)(=[O:19])=[O:20])[CH:15]=[CH:14][C:12]=2[N:13]=1)=[O:5]. Given the reactants [Cl:1][C:2]1[CH:26]=[CH:25][C:24]([N:27]2[CH2:32][CH2:31]O[CH2:29][CH2:28]2)=[CH:23][C:3]=1[C:4]([NH:6][C:7](=[O:22])[NH:8][C:9]1[S:10][C:11]2[CH:17]=[C:16]([S:18]([CH3:21])(=[O:20])=[O:19])[CH:15]=[CH:14][C:12]=2[N:13]=1)=[O:5].ClC1C=C[C:40]([N:43]2C=CC=[CH:44]2)=[CH:39]C=1C(N)=O, predict the reaction product.